Dataset: Forward reaction prediction with 1.9M reactions from USPTO patents (1976-2016). Task: Predict the product of the given reaction. (1) The product is: [CH2:1]([O:8][C:9](=[O:26])[NH:10][C:11]1[CH:16]=[CH:15][C:14]([O:17][C:18]2[CH:23]=[CH:22][N:21]=[C:20]([NH:24][C:31]([N:39]([CH3:40])[CH3:38])=[O:30])[CH:19]=2)=[CH:13][C:12]=1[F:25])[C:2]1[CH:3]=[CH:4][CH:5]=[CH:6][CH:7]=1. Given the reactants [CH2:1]([O:8][C:9](=[O:26])[NH:10][C:11]1[CH:16]=[CH:15][C:14]([O:17][C:18]2[CH:23]=[CH:22][N:21]=[C:20]([NH2:24])[CH:19]=2)=[CH:13][C:12]=1[F:25])[C:2]1[CH:7]=[CH:6][CH:5]=[CH:4][CH:3]=1.ClC([O:30][C:31]1C=CC=CC=1)=O.Cl.[CH3:38][NH:39][CH3:40], predict the reaction product. (2) Given the reactants [C:1]([O:5][C:6]([O:8][NH:9][CH2:10][CH2:11][CH:12]1[CH2:17][CH2:16][NH:15][CH2:14][CH2:13]1)=[O:7])([CH3:4])([CH3:3])[CH3:2].Cl.Cl[C:20]1[CH:25]=[CH:24][N:23]=[CH:22][CH:21]=1, predict the reaction product. The product is: [C:1]([O:5][C:6]([O:8][NH:9][CH2:10][CH2:11][CH:12]1[CH2:17][CH2:16][N:15]([C:20]2[CH:25]=[CH:24][N:23]=[CH:22][CH:21]=2)[CH2:14][CH2:13]1)=[O:7])([CH3:4])([CH3:2])[CH3:3]. (3) The product is: [CH3:16][S:17]([NH:1][C:2]1[CH:3]=[CH:4][C:5]2[S:9][C:8]([C:10]([O:12][CH2:13][CH3:14])=[O:11])=[CH:7][C:6]=2[CH:15]=1)(=[O:19])=[O:18]. Given the reactants [NH2:1][C:2]1[CH:3]=[CH:4][C:5]2[S:9][C:8]([C:10]([O:12][CH2:13][CH3:14])=[O:11])=[CH:7][C:6]=2[CH:15]=1.[CH3:16][S:17](Cl)(=[O:19])=[O:18], predict the reaction product. (4) The product is: [CH2:20]([O:27][C:28]1[CH:29]=[C:30]([CH:33]=[CH:34][CH:35]=1)[CH2:31][N:8]1[C:9]2[C:5](=[CH:4][C:3]([O:2][CH3:1])=[CH:11][CH:10]=2)[CH:6]=[C:7]1[C:12]1[CH:13]=[CH:14][CH:15]=[CH:16][CH:17]=1)[C:21]1[CH:22]=[CH:23][CH:24]=[CH:25][CH:26]=1. Given the reactants [CH3:1][O:2][C:3]1[CH:4]=[C:5]2[C:9](=[CH:10][CH:11]=1)[NH:8][C:7]([C:12]1[CH:17]=[CH:16][CH:15]=[CH:14][CH:13]=1)=[CH:6]2.[H-].[Na+].[CH2:20]([O:27][C:28]1[CH:29]=[C:30]([CH:33]=[CH:34][CH:35]=1)[CH2:31]Br)[C:21]1[CH:26]=[CH:25][CH:24]=[CH:23][CH:22]=1.[Cl-].[NH4+], predict the reaction product. (5) Given the reactants [OH-].[CH2:2]([N+:9]([CH3:12])([CH3:11])[CH3:10])[C:3]1[CH:8]=[CH:7][CH:6]=[CH:5][CH:4]=1.[CH3:13][CH2:14][CH2:15][CH2:16][NH:17][C:18]1[CH:19]=[C:20]([C:35]([OH:37])=[O:36])[CH:21]=[C:22]([S:31]([NH2:34])(=[O:33])=[O:32])[C:23]=1[O:24][C:25]1[CH:26]=[CH:27][CH:28]=[CH:29][CH:30]=1.CCCCCCC, predict the reaction product. The product is: [NH2:34][S:31]([C:22]1[CH:21]=[C:20]([CH:19]=[C:18]([NH:17][CH2:16][CH2:15][CH2:14][CH3:13])[C:23]=1[O:24][C:25]1[CH:26]=[CH:27][CH:28]=[CH:29][CH:30]=1)[C:35]([O-:37])=[O:36])(=[O:32])=[O:33].[CH2:2]([N+:9]([CH3:12])([CH3:11])[CH3:10])[C:3]1[CH:8]=[CH:7][CH:6]=[CH:5][CH:4]=1. (6) Given the reactants C[O:2][C:3]([C:5]1[CH:14]=[CH:13][C:12]2[C:7](=[C:8]([Br:15])[CH:9]=[N:10][CH:11]=2)[N:6]=1)=O.[BH4-].[Na+], predict the reaction product. The product is: [Br:15][C:8]1[CH:9]=[N:10][CH:11]=[C:12]2[C:7]=1[N:6]=[C:5]([CH2:3][OH:2])[CH:14]=[CH:13]2.